Dataset: Forward reaction prediction with 1.9M reactions from USPTO patents (1976-2016). Task: Predict the product of the given reaction. Given the reactants [OH:1][C:2]1[CH:3]=[C:4]([CH2:12][C:13]([OH:15])=[O:14])[CH:5]=[C:6]([C:8]([F:11])([F:10])[F:9])[CH:7]=1.[Cl:16][C:17]1[CH:22]=[C:21]([S:23]([CH2:26][C:27]2[CH:32]=[CH:31][C:30]([F:33])=[CH:29][CH:28]=2)(=[O:25])=[O:24])[CH:20]=[CH:19][C:18]=1F, predict the reaction product. The product is: [Cl:16][C:17]1[CH:22]=[C:21]([S:23]([CH2:26][C:27]2[CH:28]=[CH:29][C:30]([F:33])=[CH:31][CH:32]=2)(=[O:25])=[O:24])[CH:20]=[CH:19][C:18]=1[O:1][C:2]1[CH:3]=[C:4]([CH2:12][C:13]([OH:15])=[O:14])[CH:5]=[C:6]([C:8]([F:9])([F:10])[F:11])[CH:7]=1.